Dataset: Full USPTO retrosynthesis dataset with 1.9M reactions from patents (1976-2016). Task: Predict the reactants needed to synthesize the given product. (1) The reactants are: [NH2:1][C:2]1[CH:3]=[CH:4][C:5]([F:18])=[C:6]([C@:8]2([CH3:17])[C:13]([F:15])([F:14])[CH2:12][O:11][C:10]([NH2:16])=[N:9]2)[CH:7]=1.[Cl:19][C:20]1[C:24]([CH:25]2[CH2:27][CH2:26]2)=[N:23][NH:22][C:21]=1[C:28](O)=[O:29]. Given the product [NH2:16][C:10]1[O:11][CH2:12][C:13]([F:14])([F:15])[C@:8]([C:6]2[CH:7]=[C:2]([NH:1][C:28]([C:21]3[NH:22][N:23]=[C:24]([CH:25]4[CH2:26][CH2:27]4)[C:20]=3[Cl:19])=[O:29])[CH:3]=[CH:4][C:5]=2[F:18])([CH3:17])[N:9]=1, predict the reactants needed to synthesize it. (2) The reactants are: Br[C:2]1[CH:3]=[N:4][C:5]([N:8]2[CH2:13][CH2:12][CH2:11][CH:10]([CH2:14][N:15]3[C:19]4=[N:20][C:21]([C:24]5[CH:25]=[N:26][N:27]([CH3:29])[CH:28]=5)=[CH:22][N:23]=[C:18]4[N:17]=[N:16]3)[CH2:9]2)=[N:6][CH:7]=1.[O:30]1[CH2:35][CH2:34][CH2:33][CH2:32][CH:31]1[O:36][CH2:37][CH2:38][N:39]1[CH:43]=[CH:42][C:41](B2OC(C)(C)C(C)(C)O2)=[N:40]1.C([O-])([O-])=O.[K+].[K+]. Given the product [CH3:29][N:27]1[CH:28]=[C:24]([C:21]2[N:20]=[C:19]3[N:15]([CH2:14][CH:10]4[CH2:11][CH2:12][CH2:13][N:8]([C:5]5[N:4]=[CH:3][C:2]([C:41]6[CH:42]=[CH:43][N:39]([CH2:38][CH2:37][O:36][CH:31]7[CH2:32][CH2:33][CH2:34][CH2:35][O:30]7)[N:40]=6)=[CH:7][N:6]=5)[CH2:9]4)[N:16]=[N:17][C:18]3=[N:23][CH:22]=2)[CH:25]=[N:26]1, predict the reactants needed to synthesize it. (3) Given the product [Cl:28][C:6]1[N:5]2[N:15]=[C:16]([C:18]3[CH:23]=[CH:22][N:21]=[CH:20][CH:19]=3)[N:17]=[C:4]2[C:3]([C:24]#[N:25])=[C:2]([CH3:1])[C:7]=1[C:8]1[CH:13]=[CH:12][CH:11]=[CH:10][CH:9]=1, predict the reactants needed to synthesize it. The reactants are: [CH3:1][C:2]1[C:3]([C:24]#[N:25])=[C:4]2[NH:17][C:16]([C:18]3[CH:23]=[CH:22][N:21]=[CH:20][CH:19]=3)=[N:15][N:5]2[C:6](=O)[C:7]=1[C:8]1[CH:13]=[CH:12][CH:11]=[CH:10][CH:9]=1.P(Cl)(Cl)([Cl:28])=O. (4) Given the product [C:35]([N:24]([CH2:23][C:13]1[C:12](=[O:33])[C:11]2[C:16](=[CH:17][C:8]([NH:7][CH:1]3[CH2:2][CH2:3][CH2:4][CH2:5][CH2:6]3)=[C:9]([F:34])[CH:10]=2)[N:15]([CH:18]([CH2:19][CH3:20])[CH2:21][CH3:22])[CH:14]=1)[CH2:25][CH2:26][CH2:27][C:28]([O:30][CH2:31][CH3:32])=[O:29])(=[O:37])[CH3:36], predict the reactants needed to synthesize it. The reactants are: [CH:1]1([NH:7][C:8]2[CH:17]=[C:16]3[C:11]([C:12](=[O:33])[C:13]([CH2:23][NH:24][CH2:25][CH2:26][CH2:27][C:28]([O:30][CH2:31][CH3:32])=[O:29])=[CH:14][N:15]3[CH:18]([CH2:21][CH3:22])[CH2:19][CH3:20])=[CH:10][C:9]=2[F:34])[CH2:6][CH2:5][CH2:4][CH2:3][CH2:2]1.[C:35](OC(=O)C)(=[O:37])[CH3:36]. (5) Given the product [CH3:1][C:17]1([C:15]([O:14][CH3:13])=[O:16])[CH2:21][CH2:20][CH2:19][CH2:18]1, predict the reactants needed to synthesize it. The reactants are: [CH2:1]([Li])CCC.C(NC(C)C)(C)C.[CH3:13][O:14][C:15]([CH:17]1[CH2:21][CH2:20][CH2:19][CH2:18]1)=[O:16].IC.[Cl-].[NH4+].